This data is from Forward reaction prediction with 1.9M reactions from USPTO patents (1976-2016). The task is: Predict the product of the given reaction. Given the reactants [CH2:1]([C:8]1[C:13](=[O:14])[N:12]2[CH2:15][CH2:16][CH2:17][CH2:18][C:11]2=[N:10][C:9]=1[CH:19]([OH:22])[CH2:20][CH3:21])[C:2]1[CH:7]=[CH:6][CH:5]=[CH:4][CH:3]=1.C(N(CC)CC)C.[CH3:30][S:31](Cl)(=[O:33])=[O:32], predict the reaction product. The product is: [CH3:30][S:31]([O:22][CH:19]([C:9]1[N:10]=[C:11]2[CH2:18][CH2:17][CH2:16][CH2:15][N:12]2[C:13](=[O:14])[C:8]=1[CH2:1][C:2]1[CH:7]=[CH:6][CH:5]=[CH:4][CH:3]=1)[CH2:20][CH3:21])(=[O:33])=[O:32].